This data is from Forward reaction prediction with 1.9M reactions from USPTO patents (1976-2016). The task is: Predict the product of the given reaction. (1) Given the reactants Br[C:2]1[CH:10]=[C:9]2[C:5]([C:6]([C:11]3[CH:12]=[N:13][C:14]([Cl:17])=[CH:15][CH:16]=3)=[N:7][NH:8]2)=[CH:4][C:3]=1[F:18].[CH2:19]([NH:21][C:22](=[O:39])[C:23]1[CH:28]=[CH:27][C:26]([CH3:29])=[C:25](B2OC(C)(C)C(C)(C)O2)[CH:24]=1)[CH3:20].C(=O)(O)[O-].[Na+], predict the reaction product. The product is: [Cl:17][C:14]1[N:13]=[CH:12][C:11]([C:6]2[C:5]3[C:9](=[CH:10][C:2]([C:25]4[CH:24]=[C:23]([CH:28]=[CH:27][C:26]=4[CH3:29])[C:22]([NH:21][CH2:19][CH3:20])=[O:39])=[C:3]([F:18])[CH:4]=3)[NH:8][N:7]=2)=[CH:16][CH:15]=1. (2) Given the reactants [CH2:1]([O:8][C:9]1[CH:10]=[C:11]([S:15][C:16]2[CH:21]=[CH:20][C:19]([C:22]3[S:26][C:25]([C@@:27]4([CH3:41])[CH2:31][O:30]C(C)(C)[N:28]4C(OC(C)(C)C)=O)=[N:24][N:23]=3)=[CH:18][C:17]=2[C:42]([F:45])([F:44])[F:43])[CH:12]=[CH:13][CH:14]=1)[C:2]1[CH:7]=[CH:6][CH:5]=[CH:4][CH:3]=1.O, predict the reaction product. The product is: [NH2:28][C@@:27]([C:25]1[S:26][C:22]([C:19]2[CH:20]=[CH:21][C:16]([S:15][C:11]3[CH:12]=[CH:13][CH:14]=[C:9]([O:8][CH2:1][C:2]4[CH:3]=[CH:4][CH:5]=[CH:6][CH:7]=4)[CH:10]=3)=[C:17]([C:42]([F:43])([F:45])[F:44])[CH:18]=2)=[N:23][N:24]=1)([CH3:41])[CH2:31][OH:30]. (3) The product is: [NH:1]1[C:9]2[C:4](=[C:5]([C:10]3[N:11]=[C:12]([N:22]4[CH2:27][CH2:26][O:25][CH2:24][CH2:23]4)[C:13]4[S:18][C:17]([C:19]([NH:30][CH3:29])=[O:20])=[CH:16][C:14]=4[N:15]=3)[CH:6]=[CH:7][CH:8]=2)[CH:3]=[N:2]1. Given the reactants [NH:1]1[C:9]2[C:4](=[C:5]([C:10]3[N:11]=[C:12]([N:22]4[CH2:27][CH2:26][O:25][CH2:24][CH2:23]4)[C:13]4[S:18][C:17]([C:19](O)=[O:20])=[CH:16][C:14]=4[N:15]=3)[CH:6]=[CH:7][CH:8]=2)[CH:3]=[N:2]1.Cl.[CH3:29][NH2:30], predict the reaction product. (4) Given the reactants Cl.[CH2:2]([O:9][C:10](=[O:16])[C@@H:11]([NH2:15])[CH:12]([CH3:14])[CH3:13])[C:3]1[CH:8]=[CH:7][CH:6]=[CH:5][CH:4]=1.[F:17][C:18]([F:31])([F:30])[O:19][C:20]1[CH:21]=[C:22]([CH2:26][C:27](O)=[O:28])[CH:23]=[CH:24][CH:25]=1.O.ON1C2C=CC=CC=2N=N1.CN1CCOCC1.Cl.CN(C)CCCN=C=NCC.C(=O)([O-])O.[Na+], predict the reaction product. The product is: [CH2:2]([O:9][C:10](=[O:16])[C@@H:11]([NH:15][C:27](=[O:28])[CH2:26][C:22]1[CH:23]=[CH:24][CH:25]=[C:20]([O:19][C:18]([F:30])([F:17])[F:31])[CH:21]=1)[CH:12]([CH3:14])[CH3:13])[C:3]1[CH:8]=[CH:7][CH:6]=[CH:5][CH:4]=1. (5) Given the reactants [F-].C([N+](CCCC)(CCCC)CCCC)CCC.[Si]([O:26][CH2:27][C@@H:28]1[O:32][N:31]=[C:30]([C:33]2[CH:38]=[CH:37][C:36]([C:39]3[CH:44]=[CH:43][C:42]([N:45]4[CH2:49][C@H:48]([CH2:50][NH:51][C:52](=[O:54])[CH3:53])[O:47][C:46]4=[O:55])=[CH:41][CH:40]=3)=[CH:35][CH:34]=2)[CH2:29]1)(C(C)(C)C)(C)C.C(OCC)(=O)C, predict the reaction product. The product is: [OH:26][CH2:27][C@@H:28]1[O:32][N:31]=[C:30]([C:33]2[CH:34]=[CH:35][C:36]([C:39]3[CH:40]=[CH:41][C:42]([N:45]4[CH2:49][C@H:48]([CH2:50][NH:51][C:52](=[O:54])[CH3:53])[O:47][C:46]4=[O:55])=[CH:43][CH:44]=3)=[CH:37][CH:38]=2)[CH2:29]1. (6) The product is: [Br:30][C:31]1[S:32][CH:33]=[C:34]([C:36]([NH:1][C:2]2[CH:3]=[N:4][CH:5]=[CH:6][C:7]=2[N:8]2[CH2:13][CH2:12][C@@H:11]([O:14][Si:15]([C:18]([CH3:21])([CH3:20])[CH3:19])([CH3:17])[CH3:16])[C@H:10]([NH:22][C:23](=[O:29])[O:24][C:25]([CH3:28])([CH3:27])[CH3:26])[CH2:9]2)=[O:37])[N:35]=1. Given the reactants [NH2:1][C:2]1[CH:3]=[N:4][CH:5]=[CH:6][C:7]=1[N:8]1[CH2:13][CH2:12][C@@H:11]([O:14][Si:15]([C:18]([CH3:21])([CH3:20])[CH3:19])([CH3:17])[CH3:16])[C@H:10]([NH:22][C:23](=[O:29])[O:24][C:25]([CH3:28])([CH3:27])[CH3:26])[CH2:9]1.[Br:30][C:31]1[S:32][CH:33]=[C:34]([C:36](O)=[O:37])[N:35]=1.C1C=NC2N(O)N=NC=2C=1.C(Cl)CCl, predict the reaction product.